From a dataset of Forward reaction prediction with 1.9M reactions from USPTO patents (1976-2016). Predict the product of the given reaction. The product is: [N+:9]([C:4]1[CH:5]=[N:6][CH:7]=[CH:8][C:3]=1[CH2:2][P:12](=[O:19])([O:16][CH2:17][CH3:18])[O:13][CH2:14][CH3:15])([O-:11])=[O:10]. Given the reactants Br[CH2:2][C:3]1[CH:8]=[CH:7][N:6]=[CH:5][C:4]=1[N+:9]([O-:11])=[O:10].[P:12]([O:19]CC)([O:16][CH2:17][CH3:18])[O:13][CH2:14][CH3:15], predict the reaction product.